This data is from Experimentally validated miRNA-target interactions with 360,000+ pairs, plus equal number of negative samples. The task is: Binary Classification. Given a miRNA mature sequence and a target amino acid sequence, predict their likelihood of interaction. (1) The miRNA is hsa-miR-522-3p with sequence AAAAUGGUUCCCUUUAGAGUGU. The protein sequence of the target gene is MQRWKAAALASVLCSSVLSIWMCREGLLLSHRLGPALVPLHRLPRTLDARIARLAQYRALLQGAPDAMELRELTPWAGRPPGPRRRAGPRRRRARARLGARPCGLRELEVRVSELGLGYASDETVLFRYCAGACEAAARVYDLGLRRLRQRRRLRRERVRAQPCCRPTAYEDEVSFLDAHSRYHTVHELSARECACV. Result: 0 (no interaction). (2) The miRNA is hsa-miR-4796-5p with sequence UGUCUAUACUCUGUCACUUUAC. The protein sequence of the target gene is MSLLLLLLLVSYYVGTLGTHTEIKRVAEEKVTLPCHHQLGLPEKDTLDIEWLLTDNEGNQKVVITYSSRHVYNNLTEEQKGRVAFASNFLAGDASLQIEPLKPSDEGRYTCKVKNSGRYVWSHVILKVLVRPSKPKCELEGELTEGSDLTLQCESSSGTEPIVYYWQRIREKEGEDERLPPKSRIDYNHPGRVLLQNLTMSYSGLYQCTAGNEAGKESCVVRVTVQYVQSIGMVAGAVTGIVAGALLIFLLVWLLIRRKDKERYEEEERPNEIREDAEAPKARLVKPSSSSSGSRSSRSG.... Result: 0 (no interaction). (3) The miRNA is hsa-miR-4477a with sequence CUAUUAAGGACAUUUGUGAUUC. The protein sequence of the target gene is MHPEPAPPPSHSNPELPVSGGSSTSGSRRSRRRSGDGEPSGAPPLPPPPPAVSYPDWIGQSYSEVMSLNEHSMQALSWRKLYLSRAKLKASSRTSALLSGFAMVAMVEVQLDTDHDYPPGLLIVFSACTTVLVAVHLFALMISTCILPNIEAVSNVHNLNSVKESPHERMHRHIELAWAFSTVIGTLLFLAEVVLLCWVKFLPLKRQAGQPSPTKPPAESVIVANHSDSSGITPGEAAAIASTAIMVPCGLVFIVFAVHFYRSLVSHKTDRQFQELNELAEFARLQDQLDHRGDHSLTPG.... Result: 0 (no interaction). (4) The miRNA is mmu-miR-1839-5p with sequence AAGGUAGAUAGAACAGGUCUUG. The protein sequence of the target gene is MDPSAALHRRPAGGSLGAVSPALSGGQARRRKQPPRPADFKLQVIIIGSRGVGKTSLMERFTDDTFCEACKSTVGVDFKIKTVELRGKKIRLQIWDTAGQERFNSITSAYYRSAKGIILVYDITKKETFDDLPKWMKMIDKYASEDAELLLVGNKLDCETDREISRQQGEKFAQQITGMRFCEASAKDNFNVDEIFLKLVDDILKKMPLDVLRNELSNSILSLQPEPEIPPELPPPRPHVRCC. Result: 0 (no interaction). (5) The miRNA is hsa-miR-4699-5p with sequence AGAAGAUUGCAGAGUAAGUUCC. The protein sequence of the target gene is MGPDRVTARELCENDDLATSLVLDPYLGFRTHKMNVSPVPTLRRQHHLRSALEAFLRQRDLEAAFRALTLGGWMAHYFQSRAPRQEAALKTHIFCYLRAFLPESGFTILPCTRYSMETNGAKIVSTRAWKKNEKLELLVGCIAELREEDEDLLRAGENDFSIMYSTRKRSAQLWLGPAAFINHDCKPNCKFVPSDGNTACVKVLRDIEPGDEVTCFYGEGFFGEKNEHCECYTCERKGEGAFRLQPREPELRPKPLDKYELRETKRRLQQGLVSSQQSLMSRWACSHLSPLRPDPFCAAC.... Result: 0 (no interaction). (6) Result: 0 (no interaction). The protein sequence of the target gene is METTPLNSQKVLSECKDKEDCQENGVLQKGVPTPADKAGPGQISNGYSAVPSTSAGDEAPHSTPAATTTLVAEIHQGERETWGKKMDFLLSVIGYAVDLGNIWRFPYICYQNGGGAFLLPYTIMAIFGGIPLFYMELALGQYHRNGCISIWKKICPIFKGIGYAICIIAFYIASYYNTIIAWALYYLISSFTDQLPWTSCKNSWNTGNCTNYFAQDNITWTLHSTSPAEEFYLRHVLQIHQSKGLQDLGTISWQLALCIMLIFTIIYFSIWKGVKTSGKVVWVTATFPYIVLSVLLVRGA.... The miRNA is ssc-miR-421-3p with sequence AUCAACAGACAUUAAUUGGGCGC. (7) The miRNA is hsa-miR-7976 with sequence UGCCCUGAGACUUUUGCUC. The protein sequence of the target gene is MGGKLSKKKKGYNVNDEKAKDKDKKAEGAGTEEEGTPKESEPQAAADATEVKESTEEKPKDAADGEAKAEEKEADKAAAAKEEAPKAEPEKSEGAAEEQPEPAPAPEQEAAAPGPAAGGEAPKAGEASAESTGAADGAAPEEGEAKKTEAPAAAGPEAKSDAAPAASDSKPSSAEPAPSSKETPAASEAPSSAAKAPAPAAPAAAEPQAEAPAAAASSEQSVAVKE. Result: 0 (no interaction).